Dataset: Peptide-MHC class I binding affinity with 185,985 pairs from IEDB/IMGT. Task: Regression. Given a peptide amino acid sequence and an MHC pseudo amino acid sequence, predict their binding affinity value. This is MHC class I binding data. (1) The peptide sequence is FLLPILSQIYT. The MHC is HLA-B51:01 with pseudo-sequence HLA-B51:01. The binding affinity (normalized) is 0.0847. (2) The peptide sequence is VPLDEDFRKY. The MHC is HLA-B51:01 with pseudo-sequence HLA-B51:01. The binding affinity (normalized) is 0.0154. (3) The peptide sequence is IPQSLDSYWTSL. The MHC is Mamu-A11 with pseudo-sequence Mamu-A11. The binding affinity (normalized) is 0.